Task: Predict the reaction yield, written as a fraction of the theoretical maximum amount of product (1.0 means a 100% yield; for example, 0.34 means a 34% yield).. Dataset: Reaction yield outcomes from USPTO patents with 853,638 reactions (1) The reactants are [NH2:1][C:2]1[N:7]=[C:6]([C:8]([C:10]2[C:15]([N:16](COC)[S:17]([C:20]3[CH:25]=[CH:24][C:23]([C:26]([CH3:29])([CH3:28])[CH3:27])=[CH:22][CH:21]=3)(=[O:19])=[O:18])=[CH:14][C:13]([Cl:33])=[CH:12][N:11]=2)=[O:9])[CH:5]=[CH:4][CH:3]=1.O. The product is [NH2:1][C:2]1[N:7]=[C:6]([C:8]([C:10]2[C:15]([NH:16][S:17]([C:20]3[CH:21]=[CH:22][C:23]([C:26]([CH3:28])([CH3:27])[CH3:29])=[CH:24][CH:25]=3)(=[O:18])=[O:19])=[CH:14][C:13]([Cl:33])=[CH:12][N:11]=2)=[O:9])[CH:5]=[CH:4][CH:3]=1. The yield is 0.640. The catalyst is Cl.O1CCOCC1. (2) The reactants are [N:1]1([C:6]2[N:11]=[C:10]([N:12]3[CH2:17][CH2:16][CH2:15][CH2:14][CH:13]3[CH2:18][CH2:19][OH:20])[CH:9]=[CH:8][N:7]=2)[CH:5]=[CH:4][N:3]=[CH:2]1.[H-].[Na+].[CH2:23](Cl)[C:24]1[CH:32]=[CH:31][C:30]2[O:29][CH2:28][O:27][C:26]=2[CH:25]=1.[Cl-].C([NH3+])(C)(C)C. The catalyst is CN(C=O)C. The product is [O:29]1[C:30]2[CH:31]=[CH:32][C:24]([CH2:23][O:20][CH2:19][CH2:18][CH:13]3[CH2:14][CH2:15][CH2:16][CH2:17][N:12]3[C:10]3[CH:9]=[CH:8][N:7]=[C:6]([N:1]4[CH:5]=[CH:4][N:3]=[CH:2]4)[N:11]=3)=[CH:25][C:26]=2[O:27][CH2:28]1. The yield is 0.350. (3) The reactants are [Br:1][C:2]1[CH:7]=[CH:6][C:5]([S:8][C:9]2[N:14]=[C:13]([CH3:15])[C:12]([CH:16]=[O:17])=[CH:11][CH:10]=2)=[CH:4][C:3]=1[CH3:18].[BH-](OC(C)=O)(OC(C)=O)OC(C)=O.[Na+].C([O-])(O)=O.[Na+]. The yield is 0.710. The product is [Br:1][C:2]1[CH:7]=[CH:6][C:5]([S:8][C:9]2[N:14]=[C:13]([CH3:15])[C:12]([CH2:16][OH:17])=[CH:11][CH:10]=2)=[CH:4][C:3]=1[CH3:18]. The catalyst is C(Cl)Cl.[Cl-].[Na+].O.